This data is from Reaction yield outcomes from USPTO patents with 853,638 reactions. The task is: Predict the reaction yield, written as a fraction of the theoretical maximum amount of product (1.0 means a 100% yield; for example, 0.34 means a 34% yield). (1) The reactants are [Br:1][C:2]1[CH:3]=[N:4][CH:5]=[C:6]([Br:8])[CH:7]=1.[OH:9]O. The catalyst is ClCCl.C[Re](=O)(=O)=O.[O-2].[O-2].[Mn+4]. The product is [Br:1][C:2]1[CH:3]=[N+:4]([O-:9])[CH:5]=[C:6]([Br:8])[CH:7]=1. The yield is 0.820. (2) The reactants are [CH2:1]([O:3][C:4]1[CH:9]=[CH:8][CH:7]=[CH:6][C:5]=1[C:10]1[CH:15]=[CH:14][C:13]([NH2:16])=[CH:12][C:11]=1[N+:17]([O-:19])=[O:18])[CH3:2].[CH3:20][C:21]([O:24][C:25](O[C:25]([O:24][C:21]([CH3:23])([CH3:22])[CH3:20])=[O:26])=[O:26])([CH3:23])[CH3:22]. No catalyst specified. The product is [C:21]([O:24][C:25](=[O:26])[NH:16][C:13]1[CH:14]=[CH:15][C:10]([C:5]2[CH:6]=[CH:7][CH:8]=[CH:9][C:4]=2[O:3][CH2:1][CH3:2])=[C:11]([N+:17]([O-:19])=[O:18])[CH:12]=1)([CH3:23])([CH3:22])[CH3:20]. The yield is 0.830. (3) The reactants are Br[C:2]1[CH:3]=[CH:4][C:5](OCCCCCCC)=[C:6]([CH:38]=1)[C:7]([NH:9][C@@H:10]([CH2:14][C:15]1[CH:20]=[CH:19][C:18]([C:21]2[CH:26]=[CH:25][CH:24]=[CH:23][C:22]=2OC2C=CC(C(F)(F)F)=CC=2)=[CH:17][CH:16]=1)[C:11]([OH:13])=[O:12])=[O:8].[CH3:47][O:48][C:49]1[CH:54]=[CH:53][C:52](B(O)O)=[CH:51][CH:50]=1. No catalyst specified. The product is [C:18]1([C:21]2[CH:22]=[CH:23][CH:24]=[CH:25][CH:26]=2)[CH:17]=[CH:16][C:15]([CH2:14][C@H:10]([NH:9][C:7]([C:6]2[CH:38]=[C:2]([C:52]3[CH:53]=[CH:54][C:49]([O:48][CH3:47])=[CH:50][CH:51]=3)[CH:3]=[CH:4][CH:5]=2)=[O:8])[C:11]([OH:13])=[O:12])=[CH:20][CH:19]=1. The yield is 0.800. (4) The reactants are S(Cl)(Cl)=O.C1(CCC(O)=O)C=CC=CC=1.C1(CCC(Cl)=O)C=CC=CC=1.[C:27]1([CH2:33][CH2:34][C:35]([N:37]=[C:38]=[S:39])=[O:36])[CH:32]=[CH:31][CH:30]=[CH:29][CH:28]=1.[CH3:40][O:41][C:42]1[CH:43]=[C:44]2[C:49](=[CH:50][C:51]=1[O:52][CH3:53])[N:48]=[CH:47][CH:46]=[C:45]2[O:54][C:55]1[CH:61]=[CH:60][C:58]([NH2:59])=[CH:57][C:56]=1[F:62]. The catalyst is C(O)C.C1(C)C=CC=CC=1. The product is [CH3:40][O:41][C:42]1[CH:43]=[C:44]2[C:49](=[CH:50][C:51]=1[O:52][CH3:53])[N:48]=[CH:47][CH:46]=[C:45]2[O:54][C:55]1[CH:61]=[CH:60][C:58]([NH:59][C:38]([NH:37][C:35](=[O:36])[CH2:34][CH2:33][C:27]2[CH:32]=[CH:31][CH:30]=[CH:29][CH:28]=2)=[S:39])=[CH:57][C:56]=1[F:62]. The yield is 0.710. (5) The reactants are Cl[C:2]1[N:10]=[C:9]([Cl:11])[CH:8]=[CH:7][C:3]=1[C:4]([OH:6])=[O:5].[NH2:12][C@H:13]([CH2:16][C:17]1[CH:22]=[CH:21][CH:20]=[CH:19][CH:18]=1)[CH2:14][OH:15].C(N(CC)CC)C.O. The catalyst is O1CCOCC1. The product is [Cl:11][C:9]1[CH:8]=[CH:7][C:3]([C:4]([OH:6])=[O:5])=[C:2]([NH:12][C@@H:13]([CH2:14][OH:15])[CH2:16][C:17]2[CH:18]=[CH:19][CH:20]=[CH:21][CH:22]=2)[N:10]=1. The yield is 0.750. (6) The reactants are [CH3:1][O:2][C:3]1[CH:21]=[C:20]([O:22][CH3:23])[CH:19]=[CH:18][C:4]=1[CH2:5][N:6]1[C:14](=[O:15])[C:13]2[C:8](=[CH:9][CH:10]=[CH:11][C:12]=2[OH:16])[C:7]1=[O:17].Cl[CH2:25][CH2:26][CH2:27][N:28]1[CH2:33][CH2:32][O:31][CH2:30][CH2:29]1.C(=O)([O-])[O-].[K+].[K+]. The catalyst is CN(C=O)C.C(OCC)(=O)C. The product is [CH3:1][O:2][C:3]1[CH:21]=[C:20]([O:22][CH3:23])[CH:19]=[CH:18][C:4]=1[CH2:5][N:6]1[C:14](=[O:15])[C:13]2[C:8](=[CH:9][CH:10]=[CH:11][C:12]=2[O:16][CH2:25][CH2:26][CH2:27][N:28]2[CH2:33][CH2:32][O:31][CH2:30][CH2:29]2)[C:7]1=[O:17]. The yield is 0.680. (7) The reactants are Br[C:2]1[CH:3]=[C:4]([N+:11]([O-:13])=[O:12])[CH:5]=[C:6]2[C:10]=1[NH:9][CH:8]=[CH:7]2.C(=O)([O-])[O-].[Cs+].[Cs+].[CH:20]1(B(O)O)[CH2:22][CH2:21]1. The catalyst is C1(C)C=CC=CC=1.O. The product is [CH:20]1([C:2]2[CH:3]=[C:4]([N+:11]([O-:13])=[O:12])[CH:5]=[C:6]3[C:10]=2[NH:9][CH:8]=[CH:7]3)[CH2:22][CH2:21]1. The yield is 0.790. (8) The reactants are Br[C:2]1[C:10]2[C:9](=[O:11])[N:8]([CH2:12][C:13]([F:25])([F:24])[C:14]3[CH:23]=[CH:22][C:21]4[C:16](=[CH:17][CH:18]=[CH:19][CH:20]=4)[N:15]=3)[N:7]=[CH:6][C:5]=2[S:4][CH:3]=1.[N:26]1[CH:31]=[CH:30][C:29](B(O)O)=[CH:28][CH:27]=1.C([O-])([O-])=O.[Na+].[Na+]. The catalyst is O1CCOCC1.O.C(Cl)Cl.C1C=CC(P(C2C=CC=CC=2)[C-]2C=CC=C2)=CC=1.C1C=CC(P(C2C=CC=CC=2)[C-]2C=CC=C2)=CC=1.Cl[Pd]Cl.[Fe+2].C(Cl)Cl. The product is [F:24][C:13]([F:25])([C:14]1[CH:23]=[CH:22][C:21]2[C:16](=[CH:17][CH:18]=[CH:19][CH:20]=2)[N:15]=1)[CH2:12][N:8]1[C:9](=[O:11])[C:10]2[C:2]([C:29]3[CH:30]=[CH:31][N:26]=[CH:27][CH:28]=3)=[CH:3][S:4][C:5]=2[CH:6]=[N:7]1. The yield is 0.800. (9) The reactants are [O:1]1[C:5]2[CH:6]=[CH:7][C:8]([C:10]3[C:11](=[O:50])[O:12][C:13]([OH:49])([C:41]4[CH:46]=[CH:45][C:44]([O:47][CH3:48])=[CH:43][CH:42]=4)[C:14]=3[CH2:15][C:16]3[CH:21]=[C:20]([O:22][CH3:23])[C:19]([O:24][CH3:25])=[C:18]([O:26][CH2:27][CH2:28][O:29][CH2:30][CH2:31][O:32][CH2:33][CH2:34][O:35][CH2:36][CH2:37][N:38]=[N+]=[N-])[CH:17]=3)=[CH:9][C:4]=2[O:3][CH2:2]1.C1C=CC(P(C2C=CC=CC=2)C2C=CC=CC=2)=CC=1.O. The catalyst is C1COCC1. The product is [O:1]1[C:5]2[CH:6]=[CH:7][C:8]([C:10]3[C:11](=[O:50])[O:12][C:13]([OH:49])([C:41]4[CH:46]=[CH:45][C:44]([O:47][CH3:48])=[CH:43][CH:42]=4)[C:14]=3[CH2:15][C:16]3[CH:21]=[C:20]([O:22][CH3:23])[C:19]([O:24][CH3:25])=[C:18]([O:26][CH2:27][CH2:28][O:29][CH2:30][CH2:31][O:32][CH2:33][CH2:34][O:35][CH2:36][CH2:37][NH2:38])[CH:17]=3)=[CH:9][C:4]=2[O:3][CH2:2]1. The yield is 0.440.